Task: Predict which catalyst facilitates the given reaction.. Dataset: Catalyst prediction with 721,799 reactions and 888 catalyst types from USPTO (1) Reactant: [C:1]1([CH2:7][CH2:8][CH2:9][CH:10]([NH:20][C:21](=[O:40])[CH2:22][N:23]([C:25]([CH:27]2[CH2:32][CH2:31][N:30](C(OC(C)(C)C)=O)[CH2:29][CH2:28]2)=[O:26])[CH3:24])[CH2:11][CH2:12][CH2:13][C:14]2[CH:19]=[CH:18][CH:17]=[CH:16][CH:15]=2)[CH:6]=[CH:5][CH:4]=[CH:3][CH:2]=1.FC(F)(F)C(O)=O. Product: [C:14]1([CH2:13][CH2:12][CH2:11][CH:10]([NH:20][C:21](=[O:40])[CH2:22][N:23]([C:25]([CH:27]2[CH2:28][CH2:29][NH:30][CH2:31][CH2:32]2)=[O:26])[CH3:24])[CH2:9][CH2:8][CH2:7][C:1]2[CH:2]=[CH:3][CH:4]=[CH:5][CH:6]=2)[CH:15]=[CH:16][CH:17]=[CH:18][CH:19]=1. The catalyst class is: 2. (2) Reactant: C(S)CCCCCCCCC.CC([O-])(C)C.[K+].C[O:19][C:20]1[CH:27]=[CH:26][C:23]([C:24]#[N:25])=[C:22]([CH3:28])[CH:21]=1. Product: [OH:19][C:20]1[CH:27]=[CH:26][C:23]([C:24]#[N:25])=[C:22]([CH3:28])[CH:21]=1. The catalyst class is: 18. (3) Reactant: [F:1][C:2]1[CH:11]=[CH:10][C:5]([C:6]([O:8][CH3:9])=[O:7])=[CH:4][C:3]=1[N:12]1[C:17]([CH3:18])=[CH:16][C:15]([OH:19])=[CH:14][C:13]1=[O:20].N12CCCN=C1CCCCC2.[F:32][C:33]1[CH:40]=[C:39]([F:41])[CH:38]=[CH:37][C:34]=1[CH2:35]Br.C([O-])(O)=O.[Na+]. Product: [F:32][C:33]1[CH:40]=[C:39]([F:41])[CH:38]=[CH:37][C:34]=1[CH2:35][O:19][C:15]1[CH:16]=[C:17]([CH3:18])[N:12]([C:3]2[CH:4]=[C:5]([CH:10]=[CH:11][C:2]=2[F:1])[C:6]([O:8][CH3:9])=[O:7])[C:13](=[O:20])[CH:14]=1. The catalyst class is: 9. (4) Reactant: C(OC(=O)[NH:7][C@@H:8]1[CH2:13][CH2:12][CH2:11][CH2:10][C@@H:9]1[N:14]1[CH2:18][CH2:17][CH2:16][CH2:15]1)(C)(C)C.[ClH:20]. Product: [ClH:20].[ClH:20].[N:14]1([C@H:9]2[CH2:10][CH2:11][CH2:12][CH2:13][C@H:8]2[NH2:7])[CH2:15][CH2:16][CH2:17][CH2:18]1. The catalyst class is: 12.